This data is from Catalyst prediction with 721,799 reactions and 888 catalyst types from USPTO. The task is: Predict which catalyst facilitates the given reaction. (1) Reactant: [CH3:1][O:2][C:3]1[CH:8]=[C:7]([CH2:9][NH2:10])[N:6]=[C:5]([C:11]2[CH:16]=[CH:15][CH:14]=[CH:13][N:12]=2)[CH:4]=1.C(N(CC)CC)C.[F:24][C:25]1[CH:30]=[CH:29][C:28]([S:31](Cl)(=[O:33])=[O:32])=[CH:27][CH:26]=1. Product: [F:24][C:25]1[CH:30]=[CH:29][C:28]([S:31]([NH:10][CH2:9][C:7]2[N:6]=[C:5]([C:11]3[CH:16]=[CH:15][CH:14]=[CH:13][N:12]=3)[CH:4]=[C:3]([O:2][CH3:1])[CH:8]=2)(=[O:33])=[O:32])=[CH:27][CH:26]=1. The catalyst class is: 4. (2) Reactant: [NH2:1][C:2]1[O:6][C:5]([C:7]2[CH:15]=[C:14]([C:16]3[CH:21]=[CH:20][N:19]=[CH:18][CH:17]=3)[CH:13]=[C:12]3[C:8]=2[CH2:9][CH2:10][N:11]3[C:22](=[O:35])[C@@H:23]([NH:31]C(=O)[O-])[CH2:24][C:25]2[CH:30]=[CH:29][CH:28]=[CH:27][CH:26]=2)=[N:4][N:3]=1.C(O)(C(F)(F)F)=O. Product: [NH2:31][C@@H:23]([CH2:24][C:25]1[CH:26]=[CH:27][CH:28]=[CH:29][CH:30]=1)[C:22]([N:11]1[C:12]2[C:8](=[C:7]([C:5]3[O:6][C:2]([NH2:1])=[N:3][N:4]=3)[CH:15]=[C:14]([C:16]3[CH:21]=[CH:20][N:19]=[CH:18][CH:17]=3)[CH:13]=2)[CH2:9][CH2:10]1)=[O:35]. The catalyst class is: 2. (3) Reactant: [Br:1][C:2]1[N:7]=[C:6]([N+:8]([O-])=O)[C:5]([O:11][C:12]([CH3:19])([CH3:18])[C:13](OCC)=[O:14])=[CH:4][CH:3]=1. Product: [Br:1][C:2]1[CH:3]=[CH:4][C:5]2[O:11][C:12]([CH3:19])([CH3:18])[C:13](=[O:14])[NH:8][C:6]=2[N:7]=1. The catalyst class is: 409. (4) Reactant: [OH-].[Li+].C[O:4][C:5](=[O:28])[C:6]1[CH:11]=[CH:10][CH:9]=[C:8]([NH:12][C:13]2[C:18]([Cl:19])=[CH:17][N:16]=[C:15]([NH:20][C:21]3[CH:26]=[CH:25][CH:24]=[C:23]([NH2:27])[CH:22]=3)[N:14]=2)[CH:7]=1. Product: [NH2:27][C:23]1[CH:22]=[C:21]([NH:20][C:15]2[N:14]=[C:13]([NH:12][C:8]3[CH:7]=[C:6]([CH:11]=[CH:10][CH:9]=3)[C:5]([OH:28])=[O:4])[C:18]([Cl:19])=[CH:17][N:16]=2)[CH:26]=[CH:25][CH:24]=1. The catalyst class is: 72. (5) Reactant: [C:1]([O:12]C)(=O)[C:2]1[CH:10]=[CH:9][CH:8]=[C:4]([C:5]([O-:7])=[O:6])[CH:3]=1.O.[NH2:15][NH2:16]. Product: [NH:15]([C:1]([C:2]1[CH:3]=[C:4]([CH:8]=[CH:9][CH:10]=1)[C:5]([OH:7])=[O:6])=[O:12])[NH2:16]. The catalyst class is: 5. (6) Reactant: [NH:1]1[CH2:6][CH2:5][O:4][CH2:3][C:2]1=[O:7].C(=O)(OC(C)(C)C)[O:9][C:10]([O:12][C:13]([CH3:16])([CH3:15])[CH3:14])=O.N1C=CN=C1.C(OCC)(=O)C. Product: [O:7]=[C:2]1[CH2:3][O:4][CH2:5][CH2:6][N:1]1[C:10]([O:12][C:13]([CH3:16])([CH3:15])[CH3:14])=[O:9]. The catalyst class is: 230. (7) Reactant: [CH2:1]([O:5][C:6]1[C:15]2[C:10](=[CH:11][CH:12]=[C:13]([C:16]#[N:17])[CH:14]=2)[C:9](=[O:18])[N:8]([CH2:19][CH:20]([CH3:22])[CH3:21])[C:7]=1[CH2:23][NH:24][C:25](=[O:31])[O:26][C:27]([CH3:30])([CH3:29])[CH3:28])[CH2:2][CH2:3][CH3:4].Cl.C(N(CC)CC)C.[N-:40]=[N+:41]=[N-:42].[Na+].O. Product: [CH2:1]([O:5][C:6]1[C:15]2[C:10](=[CH:11][CH:12]=[C:13]([C:16]3[NH:42][N:41]=[N:40][N:17]=3)[CH:14]=2)[C:9](=[O:18])[N:8]([CH2:19][CH:20]([CH3:21])[CH3:22])[C:7]=1[CH2:23][NH:24][C:25](=[O:31])[O:26][C:27]([CH3:28])([CH3:30])[CH3:29])[CH2:2][CH2:3][CH3:4]. The catalyst class is: 11.